Dataset: Forward reaction prediction with 1.9M reactions from USPTO patents (1976-2016). Task: Predict the product of the given reaction. (1) Given the reactants [C:1]([C:5]1[CH:6]=[CH:7][C:8]([O:33][CH2:34][CH3:35])=[C:9]([C:11]2[N:12]([C:30](Cl)=[O:31])[C@H:13]([C:23]3[CH:28]=[CH:27][C:26]([Cl:29])=[CH:25][CH:24]=3)[C@H:14]([C:16]3[CH:21]=[CH:20][C:19]([Cl:22])=[CH:18][CH:17]=3)[N:15]=2)[CH:10]=1)([CH3:4])([CH3:3])[CH3:2].Cl.Cl.[CH3:38][S:39]([CH2:42][CH2:43][N:44]1[CH2:49][CH2:48][NH:47][CH2:46][CH2:45]1)(=[O:41])=[O:40], predict the reaction product. The product is: [ClH:22].[C:1]([C:5]1[CH:6]=[CH:7][C:8]([O:33][CH2:34][CH3:35])=[C:9]([C:11]2[N:12]([C:30]([N:47]3[CH2:46][CH2:45][N:44]([CH2:43][CH2:42][S:39]([CH3:38])(=[O:40])=[O:41])[CH2:49][CH2:48]3)=[O:31])[C@H:13]([C:23]3[CH:28]=[CH:27][C:26]([Cl:29])=[CH:25][CH:24]=3)[C@H:14]([C:16]3[CH:21]=[CH:20][C:19]([Cl:22])=[CH:18][CH:17]=3)[N:15]=2)[CH:10]=1)([CH3:3])([CH3:2])[CH3:4]. (2) The product is: [C:1]([O:5][C:6](=[O:50])[N:7]([C:20]1[N:21]([C:25]2[CH:30]=[C:29]([CH:31]([CH3:32])[CH3:33])[C:28]([OH:34])=[CH:27][C:26]=2[OH:42])[N:22]=[N:23][CH:24]=1)[C:8]1[CH:13]=[CH:12][C:11]([N:14]2[CH2:19][CH2:18][O:17][CH2:16][CH2:15]2)=[CH:10][CH:9]=1)([CH3:2])([CH3:4])[CH3:3]. Given the reactants [C:1]([O:5][C:6](=[O:50])[N:7]([C:20]1[N:21]([C:25]2[CH:30]=[C:29]([CH:31]([CH3:33])[CH3:32])[C:28]([O:34]CC3C=CC=CC=3)=[CH:27][C:26]=2[O:42]CC2C=CC=CC=2)[N:22]=[N:23][CH:24]=1)[C:8]1[CH:13]=[CH:12][C:11]([N:14]2[CH2:19][CH2:18][O:17][CH2:16][CH2:15]2)=[CH:10][CH:9]=1)([CH3:4])([CH3:3])[CH3:2], predict the reaction product. (3) Given the reactants [OH-].[Li+].[CH3:3][C:4]([C:6]1[C:7]([OH:13])=[CH:8][CH:9]=[CH:10][C:11]=1[OH:12])=[O:5].[CH3:14][O:15][C:16]1[CH:17]=[C:18]([CH:22]=[CH:23][C:24]=1[O:25][CH3:26])[C:19](Cl)=O.Cl, predict the reaction product. The product is: [CH3:14][O:15][C:16]1[CH:17]=[C:18]([CH:22]=[CH:23][C:24]=1[O:25][CH3:26])[C:19]1[O:13][C:7]2[C:6]([C:4](=[O:5])[CH:3]=1)=[C:11]([OH:12])[CH:10]=[CH:9][CH:8]=2. (4) Given the reactants [CH2:1]1[CH2:6][CH2:5][CH:4]([N:7]=[C:8]=[N:9][CH:10]2[CH2:15][CH2:14][CH2:13][CH2:12][CH2:11]2)[CH2:3][CH2:2]1.[O:16]1CCCC1, predict the reaction product. The product is: [C:8]([NH:7][CH:4]1[CH2:3][CH2:2][CH2:1][CH2:6][CH2:5]1)([NH:9][CH:10]1[CH2:15][CH2:14][CH2:13][CH2:12][CH2:11]1)=[O:16]. (5) Given the reactants [Br-].[N+:2]([C:5]1[CH:23]=[CH:22][C:8]([C:9](=[O:21])[CH2:10][N+:11]2[C:20]3[C:15](=[CH:16][CH:17]=[CH:18][CH:19]=3)[CH:14]=[CH:13][CH:12]=2)=[CH:7][CH:6]=1)([O-:4])=[O:3].[Cr](O[Cr]([O-])(=O)=O)([O-])(=O)=O.C(=O)(O)[O-].[Na+].[C:38](#[N:41])[CH:39]=[CH2:40], predict the reaction product. The product is: [C:38]([C:39]1[CH:40]=[C:10]([C:9](=[O:21])[C:8]2[CH:22]=[CH:23][C:5]([N+:2]([O-:4])=[O:3])=[CH:6][CH:7]=2)[N:11]2[C:20]3[C:15](=[CH:16][CH:17]=[CH:18][CH:19]=3)[CH:14]=[CH:13][C:12]=12)#[N:41]. (6) Given the reactants Cl[CH2:2][CH2:3][C:4]([C:6]1[CH:11]=[CH:10][C:9](NC(=O)C)=[CH:8][CH:7]=1)=[O:5].[C:16]1(=[O:26])[NH:20][C:19](=[O:21])[C:18]2=[CH:22][CH:23]=[CH:24][CH:25]=[C:17]12.[K], predict the reaction product. The product is: [O:21]=[C:19]1[C:18]2[C:17](=[CH:25][CH:24]=[CH:23][CH:22]=2)[C:16](=[O:26])[N:20]1[CH2:2][CH2:3][C:4]([C:6]1[CH:7]=[CH:8][C:9]([CH2:18][C:19]([NH2:20])=[O:21])=[CH:10][CH:11]=1)=[O:5]. (7) The product is: [CH2:1]([C:18]([N+:31]([O-:33])=[O:32])([CH2:19][CH2:20][C:21]([OH:23])=[O:22])[CH2:25][CH2:26][C:27]([OH:29])=[O:28])[CH2:2][CH2:3][CH2:4][CH2:5][CH2:6][CH2:7][CH2:8][CH2:9][CH2:10][CH2:11][CH2:12][CH2:13][CH2:14][CH2:15][CH2:16][CH3:17]. Given the reactants [CH2:1]([C:18]([N+:31]([O-:33])=[O:32])([CH2:25][CH2:26][C:27]([O:29]C)=[O:28])[CH2:19][CH2:20][C:21]([O:23]C)=[O:22])[CH2:2][CH2:3][CH2:4][CH2:5][CH2:6][CH2:7][CH2:8][CH2:9][CH2:10][CH2:11][CH2:12][CH2:13][CH2:14][CH2:15][CH2:16][CH3:17].[Li+].[OH-].Cl, predict the reaction product. (8) Given the reactants Br[C:2]1[CH:7]=[CH:6][C:5]([CH3:8])=[CH:4][CH:3]=1.[CH3:9][Si:10]([C:13]#[CH:14])([CH3:12])[CH3:11], predict the reaction product. The product is: [CH3:9][Si:10]([CH3:12])([CH3:11])[C:13]1[CH:3]=[CH:4][C:5]([CH3:8])=[C:6]([C:7]#[CH:2])[CH:14]=1. (9) The product is: [F:10][C:11]1[CH:19]=[CH:18][C:14]([C:15]([N:27]([CH2:28][CH:29]([CH3:31])[CH3:30])[CH2:23][CH:24]([CH3:26])[CH3:25])=[O:17])=[CH:13][C:12]=1[N+:20]([O-:22])=[O:21]. Given the reactants C(N=C=NC(C)C)(C)C.[F:10][C:11]1[CH:19]=[CH:18][C:14]([C:15]([OH:17])=O)=[CH:13][C:12]=1[N+:20]([O-:22])=[O:21].[CH2:23]([NH:27][CH2:28][CH:29]([CH3:31])[CH3:30])[CH:24]([CH3:26])[CH3:25], predict the reaction product.